Dataset: Merck oncology drug combination screen with 23,052 pairs across 39 cell lines. Task: Regression. Given two drug SMILES strings and cell line genomic features, predict the synergy score measuring deviation from expected non-interaction effect. (1) Drug 1: COc1cc(C2c3cc4c(cc3C(OC3OC5COC(C)OC5C(O)C3O)C3COC(=O)C23)OCO4)cc(OC)c1O. Drug 2: CC(C)CC(NC(=O)C(Cc1ccccc1)NC(=O)c1cnccn1)B(O)O. Cell line: NCIH1650. Synergy scores: synergy=-9.01. (2) Cell line: ZR751. Drug 2: Cn1c(=O)n(-c2ccc(C(C)(C)C#N)cc2)c2c3cc(-c4cnc5ccccc5c4)ccc3ncc21. Drug 1: O=c1[nH]cc(F)c(=O)[nH]1. Synergy scores: synergy=7.08. (3) Drug 1: CC1CC2C3CCC4=CC(=O)C=CC4(C)C3(F)C(O)CC2(C)C1(O)C(=O)CO. Drug 2: CS(=O)(=O)CCNCc1ccc(-c2ccc3ncnc(Nc4ccc(OCc5cccc(F)c5)c(Cl)c4)c3c2)o1. Cell line: NCIH520. Synergy scores: synergy=3.78. (4) Drug 1: CCC1(O)CC2CN(CCc3c([nH]c4ccccc34)C(C(=O)OC)(c3cc4c(cc3OC)N(C)C3C(O)(C(=O)OC)C(OC(C)=O)C5(CC)C=CCN6CCC43C65)C2)C1. Drug 2: NC1(c2ccc(-c3nc4ccn5c(=O)[nH]nc5c4cc3-c3ccccc3)cc2)CCC1. Cell line: UACC62. Synergy scores: synergy=29.0. (5) Drug 1: CCN(CC)CCNC(=O)c1c(C)[nH]c(C=C2C(=O)Nc3ccc(F)cc32)c1C. Drug 2: Cn1nnc2c(C(N)=O)ncn2c1=O. Cell line: RPMI7951. Synergy scores: synergy=-15.7. (6) Drug 1: NC(=O)c1cccc2cn(-c3ccc(C4CCCNC4)cc3)nc12. Drug 2: CC1(c2nc3c(C(N)=O)cccc3[nH]2)CCCN1. Cell line: NCIH1650. Synergy scores: synergy=-15.7.